Dataset: Reaction yield outcomes from USPTO patents with 853,638 reactions. Task: Predict the reaction yield, written as a fraction of the theoretical maximum amount of product (1.0 means a 100% yield; for example, 0.34 means a 34% yield). (1) The reactants are C[Al].[CH2:3]([NH2:6])[CH2:4][NH2:5].[CH2:7]([NH:11][C:12]1[CH:13]=[CH:14][C:15]2[N:16]([C:18]([C:21]3[CH:30]=[CH:29][C:24]([C:25]([O:27]C)=[O:26])=[CH:23][CH:22]=3)=[CH:19][N:20]=2)[N:17]=1)[CH2:8][CH2:9][CH3:10].O. The catalyst is C1(C)C=CC=CC=1.C(Cl)(Cl)Cl.CO. The product is [C:25]([OH:27])(=[O:26])[CH3:24].[CH2:7]([NH:11][C:12]1[CH:13]=[CH:14][C:15]2[N:16]([C:18]([C:21]3[CH:30]=[CH:29][C:24]([C:25]4[NH:5][CH2:4][CH2:3][N:6]=4)=[CH:23][CH:22]=3)=[CH:19][N:20]=2)[N:17]=1)[CH2:8][CH2:9][CH3:10]. The yield is 0.0300. (2) The reactants are [N:1]1[CH:6]=[CH:5][CH:4]=[C:3]([CH2:7][CH2:8][CH2:9][C:10]([O:12][CH2:13]C#N)=[O:11])[CH:2]=1.C(N(CC)CC)C. The catalyst is CO. The product is [N:1]1[CH:6]=[CH:5][CH:4]=[C:3]([CH2:7][CH2:8][CH2:9][C:10]([O:12][CH3:13])=[O:11])[CH:2]=1. The yield is 0.920.